This data is from Forward reaction prediction with 1.9M reactions from USPTO patents (1976-2016). The task is: Predict the product of the given reaction. (1) Given the reactants [CH:1]1([CH2:4][NH:5][C:6]([C@@H:8]2[CH2:12][CH2:11][NH:10][CH2:9]2)=[O:7])[CH2:3][CH2:2]1.[F:13][C:14]1[CH:22]=[CH:21][C:20]([CH:23]=[O:24])=[CH:19][C:15]=1[C:16](O)=[O:17].F[P-](F)(F)(F)(F)F.N1(OC(N(C)C)=[N+](C)C)C2C=CC=CC=2N=N1.C(N(CC)C(C)C)(C)C, predict the reaction product. The product is: [CH:1]1([CH2:4][NH:5][C:6]([C@@H:8]2[CH2:12][CH2:11][N:10]([C:16](=[O:17])[C:15]3[CH:19]=[C:20]([CH:23]=[O:24])[CH:21]=[CH:22][C:14]=3[F:13])[CH2:9]2)=[O:7])[CH2:2][CH2:3]1. (2) Given the reactants [Br:1][C:2]1[CH:7]=[CH:6][C:5]([SH:8])=[CH:4][CH:3]=1.N1C=CC=CC=1.Br[CH2:16][C:17](=[O:19])[CH3:18], predict the reaction product. The product is: [Br:1][C:2]1[CH:7]=[CH:6][C:5]([S:8][CH2:16][C:17](=[O:19])[CH3:18])=[CH:4][CH:3]=1. (3) The product is: [O:21]1[CH2:22][CH2:23][CH2:24][CH2:25][CH:20]1[O:19][CH2:18][CH2:17][O:12][N:11]=[C:2]1[C:3](=[O:10])[C:4]2[CH:9]=[CH:8][CH:7]=[CH:6][C:5]=2[O:1]1. Given the reactants [O:1]1[C:5]2[CH:6]=[CH:7][CH:8]=[CH:9][C:4]=2[C:3](=[O:10])[C:2]1=[N:11][OH:12].C[O-].[Na+].Br[CH2:17][CH2:18][O:19][CH:20]1[CH2:25][CH2:24][CH2:23][CH2:22][O:21]1.O, predict the reaction product. (4) Given the reactants [CH2:1]([S:3][C:4]1[C:9]([C:10]([NH:12][CH2:13][C:14]2[CH:19]=[CH:18][CH:17]=[C:16]([F:20])[CH:15]=2)=[O:11])=[C:8]([CH3:21])[CH:7]=[C:6]([N:22]2[CH2:27][CH2:26][CH:25]([OH:28])[CH2:24][CH2:23]2)[N:5]=1)[CH3:2].CC(OI1(OC(C)=O)(OC(C)=O)OC(=O)C2C=CC=CC1=2)=O, predict the reaction product. The product is: [CH2:1]([S:3][C:4]1[C:9]([C:10]([NH:12][CH2:13][C:14]2[CH:19]=[CH:18][CH:17]=[C:16]([F:20])[CH:15]=2)=[O:11])=[C:8]([CH3:21])[CH:7]=[C:6]([N:22]2[CH2:27][CH2:26][C:25](=[O:28])[CH2:24][CH2:23]2)[N:5]=1)[CH3:2]. (5) Given the reactants Cl[C:2]1[N:7]=[CH:6][N:5]=[C:4]([C:8]2[C:12]3[C:13]([NH:17][CH2:18][CH3:19])=[N:14][CH:15]=[CH:16][C:11]=3[N:10](CC3C=CC(OC)=CC=3)[N:9]=2)[CH:3]=1.C(NC1C2C([Sn](C)(C)C)=NN(CC3C=CC(OC)=CC=3)C=2C=CN=1)C.ClC1C=C(Cl)N=CN=1.[Li+].[Cl-], predict the reaction product. The product is: [CH2:18]([NH:17][C:13]1[C:12]2[C:8]([C:4]3[CH:3]=[CH:2][N:7]=[CH:6][N:5]=3)=[N:9][NH:10][C:11]=2[CH:16]=[CH:15][N:14]=1)[CH3:19]. (6) The product is: [OH:1][NH:2][C:3](=[O:4])[C@@H:5]([N:30]1[CH2:31][CH2:32][NH:33][CH2:34][CH2:35]1)[CH2:6][NH:7][S:8]([C:11]1[CH:16]=[CH:15][C:14]([O:17][CH2:18][C:19]2[C:28]3[C:23](=[CH:24][CH:25]=[CH:26][CH:27]=3)[N:22]=[C:21]([CH3:29])[CH:20]=2)=[CH:13][CH:12]=1)(=[O:9])=[O:10]. Given the reactants [OH:1][NH:2][C:3]([C@@H:5]([N:30]1[CH2:35][CH2:34][N:33](C(OCC2C=CC=CC=2)=O)[CH2:32][CH2:31]1)[CH2:6][NH:7][S:8]([C:11]1[CH:16]=[CH:15][C:14]([O:17][CH2:18][C:19]2[C:28]3[C:23](=[CH:24][CH:25]=[CH:26][CH:27]=3)[N:22]=[C:21]([CH3:29])[CH:20]=2)=[CH:13][CH:12]=1)(=[O:10])=[O:9])=[O:4].CCCCCCC.C(OCC)(=O)C, predict the reaction product. (7) Given the reactants [CH3:1][O:2][C:3]([C:5]1[CH:14]=[CH:13][C:8]2[N:9]=[C:10](Cl)[O:11][C:7]=2[CH:6]=1)=[O:4].[CH2:15]1[CH2:20][CH2:19][CH:18]([CH2:21][C@H:22]([NH2:26])[C:23]([OH:25])=O)[CH2:17][CH2:16]1.Cl.Cl.[F:29][C:30]1[CH:35]=[CH:34][C:33]([NH:36][CH2:37][CH2:38][NH2:39])=[CH:32][CH:31]=1, predict the reaction product. The product is: [CH3:1][O:2][C:3]([C:5]1[CH:14]=[CH:13][C:8]2[N:9]=[C:10]([NH:26][C@H:22]([C:23](=[O:25])[NH:39][CH2:38][CH2:37][NH:36][C:33]3[CH:34]=[CH:35][C:30]([F:29])=[CH:31][CH:32]=3)[CH2:21][CH:18]3[CH2:17][CH2:16][CH2:15][CH2:20][CH2:19]3)[O:11][C:7]=2[CH:6]=1)=[O:4]. (8) Given the reactants [Cl:1][C:2]1[CH:3]=[C:4]2[C:8](=[CH:9][CH:10]=1)[N:7]([C:11]1[N:15]([CH3:16])[N:14]=[C:13]([CH3:17])[C:12]=1[CH2:18][CH2:19][OH:20])[CH:6]=[CH:5]2.O[N:22]1[C:26](=[O:27])[C:25]2=[CH:28][CH:29]=[CH:30][CH:31]=[C:24]2[C:23]1=[O:32].C1(P(C2C=CC=CC=2)C2C=CC=CC=2)C=CC=CC=1.N(C(OCC)=O)=NC(OCC)=O, predict the reaction product. The product is: [Cl:1][C:2]1[CH:3]=[C:4]2[C:8](=[CH:9][CH:10]=1)[N:7]([C:11]1[N:15]([CH3:16])[N:14]=[C:13]([CH3:17])[C:12]=1[CH2:18][CH2:19][O:20][N:22]1[C:26](=[O:27])[C:25]3[C:24](=[CH:31][CH:30]=[CH:29][CH:28]=3)[C:23]1=[O:32])[CH:6]=[CH:5]2.